Task: Predict which catalyst facilitates the given reaction.. Dataset: Catalyst prediction with 721,799 reactions and 888 catalyst types from USPTO (1) Reactant: [C:1]([N:4]1[CH2:9][CH2:8][N:7]([C:10]2[CH:11]=[C:12]([CH3:31])[C:13]3[N:17]=[C:16]([C:18]4[C:19](=O)[NH:20][C:21]5[C:26]([C:27]=4Cl)=[CH:25][CH:24]=[CH:23][CH:22]=5)[NH:15][C:14]=3[CH:30]=2)[CH2:6][CH2:5]1)(=[O:3])[CH3:2].C(N1CCN(C2C=C(C)C3N=C(C4C(=O)C5C(=CC=CC=5)NC=4Cl)NC=3C=2)CC1)(=[O:34])C.CN1CCOCC1.[Cl:70][C:71]1[CH:72]=[C:73]([C@H:77]([OH:80])[CH2:78][NH2:79])[CH:74]=[CH:75][CH:76]=1.C(N1CCN(C2C=C(C)C3N=C(C4C(=O)NC5C(C=4NC[C@H](C4C=CC=C(Cl)C=4)O)=CC=CC=5)NC=3C=2)CC1)(=O)C.N1C2C(=CC=CC=2)C(=O)C=C1. Product: [C:1]([N:4]1[CH2:5][CH2:6][N:7]([C:10]2[CH:11]=[C:12]([CH3:31])[C:13]3[N:17]=[C:16]([C:18]4[C:27](=[O:34])[C:26]5[C:21](=[CH:22][CH:23]=[CH:24][CH:25]=5)[NH:20][C:19]=4[NH:79][CH2:78][C@H:77]([C:73]4[CH:74]=[CH:75][CH:76]=[C:71]([Cl:70])[CH:72]=4)[OH:80])[NH:15][C:14]=3[CH:30]=2)[CH2:8][CH2:9]1)(=[O:3])[CH3:2]. The catalyst class is: 9. (2) Reactant: [CH3:1][CH:2]1[CH2:6][NH:5][C:4](=[O:7])[CH2:3]1.[H-].[Na+].[C:10]([O:14][C:15]([N:17]1[CH2:22][C@H:21]([CH2:23]Cl)[N:20]([CH2:25][C:26]2[CH:31]=[CH:30][CH:29]=[CH:28][CH:27]=2)[CH2:19][C@H:18]1[CH3:32])=[O:16])([CH3:13])([CH3:12])[CH3:11]. Product: [C:10]([O:14][C:15]([N:17]1[CH2:22][C@H:21]([CH2:23][N:5]2[CH2:6][CH:2]([CH3:1])[CH2:3][C:4]2=[O:7])[N:20]([CH2:25][C:26]2[CH:27]=[CH:28][CH:29]=[CH:30][CH:31]=2)[CH2:19][C@H:18]1[CH3:32])=[O:16])([CH3:11])([CH3:12])[CH3:13]. The catalyst class is: 3. (3) Reactant: [C:1]([O:5][C:6](=[O:16])[NH:7][C@H:8]1[CH2:13][CH2:12][C@H:11]([CH2:14][OH:15])[CH2:10][CH2:9]1)([CH3:4])([CH3:3])[CH3:2].CC(OI1(OC(C)=O)(OC(C)=O)OC(=O)C2C=CC=CC1=2)=O.C(=O)([O-])O.[Na+]. Product: [C:1]([O:5][C:6](=[O:16])[NH:7][C@H:8]1[CH2:9][CH2:10][C@H:11]([CH:14]=[O:15])[CH2:12][CH2:13]1)([CH3:4])([CH3:2])[CH3:3]. The catalyst class is: 4. (4) Reactant: [F:1][C:2]1[CH:3]=[C:4]([CH:7]=[C:8]([F:12])[C:9]=1[CH:10]=[O:11])[C:5]#[N:6].P([O-])(O)(O)=[O:14].[K+].Cl([O-])=O.[Na+]. Product: [C:5]([C:4]1[CH:3]=[C:2]([F:1])[C:9]([C:10]([OH:14])=[O:11])=[C:8]([F:12])[CH:7]=1)#[N:6]. The catalyst class is: 58. (5) Reactant: [CH:1]1(/[CH:7]=[CH:8]/[C:9]2[CH:10]=[CH:11][C:12]([C:15]#[N:16])=[N:13][CH:14]=2)[CH2:6][CH2:5][CH2:4][CH2:3][CH2:2]1.[Al].[Li].[H-]. Product: [NH2:16][CH2:15][C:12]1[CH:11]=[CH:10][C:9](/[CH:8]=[CH:7]/[CH:1]2[CH2:6][CH2:5][CH2:4][CH2:3][CH2:2]2)=[CH:14][N:13]=1. The catalyst class is: 1.